Dataset: Forward reaction prediction with 1.9M reactions from USPTO patents (1976-2016). Task: Predict the product of the given reaction. (1) Given the reactants [S:1]([CH2:11][CH2:12][O:13][C:14](=[O:18])[C:15]([CH3:17])=[CH2:16])([C:4]1[CH:10]=[CH:9][C:7]([CH3:8])=[CH:6][CH:5]=1)(=[O:3])=[O:2].[OH:19][CH2:20][CH2:21][CH2:22][O:23][C:24](=[O:28])[C:25]([CH3:27])=[CH2:26].[CH3:29][O:30][C:31](=[O:35])[C:32]([CH3:34])=[CH2:33].[CH2:36]([O:40][C:41](=[O:45])[C:42]([CH3:44])=[CH2:43])[CH:37]1[O:39][CH2:38]1.CC(N=NC(C#N)(C)C)(C#N)C, predict the reaction product. The product is: [S:1]([CH2:11][CH2:12][O:13][C:14](=[O:18])[C:15]([CH3:17])=[CH2:16])([C:4]1[CH:5]=[CH:6][C:7]([CH3:8])=[CH:9][CH:10]=1)(=[O:3])=[O:2].[OH:19][CH2:20][CH2:21][CH2:22][O:23][C:24](=[O:28])[C:25]([CH3:27])=[CH2:26].[CH3:29][O:30][C:31](=[O:35])[C:32]([CH3:34])=[CH2:33].[CH2:36]([O:40][C:41](=[O:45])[C:42]([CH3:44])=[CH2:43])[CH:37]1[O:39][CH2:38]1. (2) The product is: [NH2:60][C:56]1[CH:57]=[C:23]([CH:24]=[CH:54][CH:55]=1)[NH:22][C:20]([C@H:19]([NH:18][C:16]([N:13]1[C:14](=[O:15])[CH:8]([CH2:7][C:6]2[CH:34]=[C:2]([Cl:1])[CH:3]=[CH:4][C:5]=2[O:35][CH3:36])[CH2:9][NH:10][C:11](=[O:33])[CH2:12]1)=[O:17])[CH2:31][CH3:32])=[O:21]. Given the reactants [Cl:1][C:2]1[CH:3]=[CH:4][C:5]([O:35][CH3:36])=[C:6]([CH:34]=1)[CH2:7][CH:8]1[C:14](=[O:15])[N:13]([C:16]([NH:18][CH:19]([CH2:31][CH3:32])[C:20]([NH:22][CH2:23][C:24](OC(C)(C)C)=O)=[O:21])=[O:17])[CH2:12][C:11](=[O:33])[NH:10][CH2:9]1.Cl.C(OC(=O)CN)(C)(C)C.C(OC([C:54]1(N)C=C[CH:57]=[C:56]([NH2:60])[CH2:55]1)=O)(C)(C)C, predict the reaction product. (3) Given the reactants [Cl:1][C:2]1[CH:7]=[C:6]([O:8][CH3:9])[CH:5]=[C:4]([Cl:10])[C:3]=1[C:11]1[C:15]([CH3:16])=[N:14][NH:13][C:12]=1[NH2:17].[C:18](OC)(=O)[CH2:19][C:20](C)=[O:21], predict the reaction product. The product is: [Cl:10][C:4]1[CH:5]=[C:6]([O:8][CH3:9])[CH:7]=[C:2]([Cl:1])[C:3]=1[C:11]1[C:15]([CH3:16])=[N:14][N:13]2[C:20](=[O:21])[CH:19]=[CH:18][NH:17][C:12]=12. (4) Given the reactants [CH2:1]([O:3][C:4](=[O:15])[C:5]#[C:6][C:7]1[CH:12]=[CH:11][CH:10]=[CH:9][C:8]=1[O:13][CH3:14])[CH3:2].[C:16]([O:20][C:21]([N:23]1[C:32]2[C:27](=[CH:28][CH:29]=[C:30]([CH2:33][CH2:34][O:35][C:36]3[CH:37]=[C:38]4[C:42](=[CH:43][CH:44]=3)[NH:41][CH:40]=[CH:39]4)[N:31]=2)[CH2:26][CH2:25][CH2:24]1)=[O:22])([CH3:19])([CH3:18])[CH3:17], predict the reaction product. The product is: [C:16]([O:20][C:21]([N:23]1[C:32]2[C:27](=[CH:28][CH:29]=[C:30]([CH2:33][CH2:34][O:35][C:36]3[CH:37]=[C:38]4[C:42](=[CH:43][CH:44]=3)[N:41]([C:6]([C:7]3[CH:12]=[CH:11][CH:10]=[CH:9][C:8]=3[O:13][CH3:14])=[CH:5][C:4]([O:3][CH2:1][CH3:2])=[O:15])[CH:40]=[CH:39]4)[N:31]=2)[CH2:26][CH2:25][CH2:24]1)=[O:22])([CH3:19])([CH3:17])[CH3:18]. (5) Given the reactants [C:1]([O:5][C:6]([N:8]([C:31]([O:33][C:34]([CH3:37])([CH3:36])[CH3:35])=[O:32])[C:9]1[CH:14]=[C:13]([CH2:15][C@H:16]2[C:19](=[O:20])[N:18]([Si:21]([C:24]([CH3:27])([CH3:26])[CH3:25])([CH3:23])[CH3:22])[C@@H:17]2C(O)=O)[CH:12]=[CH:11][N:10]=1)=[O:7])([CH3:4])([CH3:3])[CH3:2].[Cl:38][C:39]1[CH:44]=[CH:43][CH:42]=[C:41]([C:45]([O:47]O)=[O:46])[CH:40]=1.C1(N=C=NC2CCCCC2)CCCCC1, predict the reaction product. The product is: [Cl:38][C:39]1[CH:40]=[C:41]([CH:42]=[CH:43][CH:44]=1)[C:45]([O:47][C@@H:17]1[C@@H:16]([CH2:15][C:13]2[CH:12]=[CH:11][N:10]=[C:9]([N:8]([C:31]([O:33][C:34]([CH3:37])([CH3:35])[CH3:36])=[O:32])[C:6]([O:5][C:1]([CH3:3])([CH3:2])[CH3:4])=[O:7])[CH:14]=2)[C:19](=[O:20])[N:18]1[Si:21]([C:24]([CH3:25])([CH3:26])[CH3:27])([CH3:23])[CH3:22])=[O:46]. (6) Given the reactants [CH:1]1([NH:6][C:7]([C:9]2[C:13]([CH2:14][NH:15][CH:16]([CH3:18])[CH3:17])=[C:12]([C:19]3[CH:24]=[CH:23][C:22]([C:25]([F:28])([F:27])[F:26])=[CH:21][CH:20]=3)[O:11][N:10]=2)=[O:8])[CH2:5][CH2:4][CH2:3][CH2:2]1.[CH3:29][S:30](Cl)(=[O:32])=[O:31].C(N(CC)CC)C, predict the reaction product. The product is: [CH:1]1([NH:6][C:7]([C:9]2[C:13]([CH2:14][N:15]([CH:16]([CH3:18])[CH3:17])[S:30]([CH3:29])(=[O:32])=[O:31])=[C:12]([C:19]3[CH:24]=[CH:23][C:22]([C:25]([F:27])([F:28])[F:26])=[CH:21][CH:20]=3)[O:11][N:10]=2)=[O:8])[CH2:2][CH2:3][CH2:4][CH2:5]1.